This data is from Forward reaction prediction with 1.9M reactions from USPTO patents (1976-2016). The task is: Predict the product of the given reaction. The product is: [Cl:1][C:2]1[CH:3]=[C:4]([C:9]2([C:30]([F:32])([F:31])[F:33])[O:13][N:12]=[C:11]([C:14]3[CH:26]=[CH:25][C:17]([C:18]([NH:20][CH:21]4[CH2:24][S:23][CH2:22]4)=[O:19])=[C:16]([CH3:27])[CH:15]=3)[C:10]2=[N:28][O:29][CH3:37])[CH:5]=[C:6]([Cl:8])[CH:7]=1. Given the reactants [Cl:1][C:2]1[CH:3]=[C:4]([C:9]2([C:30]([F:33])([F:32])[F:31])[O:13][N:12]=[C:11]([C:14]3[CH:26]=[CH:25][C:17]([C:18]([NH:20][CH:21]4[CH2:24][S:23][CH2:22]4)=[O:19])=[C:16]([CH3:27])[CH:15]=3)[C:10]2=[N:28][OH:29])[CH:5]=[C:6]([Cl:8])[CH:7]=1.[H-].[Na+].I[CH3:37], predict the reaction product.